This data is from Forward reaction prediction with 1.9M reactions from USPTO patents (1976-2016). The task is: Predict the product of the given reaction. The product is: [Br:1][C:2]1[CH:7]=[CH:6][N:5]=[C:4]([C:13]#[N:14])[CH:3]=1. Given the reactants [Br:1][C:2]1[CH:7]=[CH:6][N+:5]([O-])=[CH:4][CH:3]=1.C[Si]([C:13]#[N:14])(C)C.C(N(CC)CC)C, predict the reaction product.